The task is: Predict the product of the given reaction.. This data is from Forward reaction prediction with 1.9M reactions from USPTO patents (1976-2016). (1) Given the reactants CC(OI1(OC(C)=O)(OC(C)=O)OC(=O)C2C=CC=CC1=2)=O.[CH3:23][O:24][C:25]1[CH:46]=[CH:45][C:28]([CH2:29][O:30][C:31]2[C:36]([N:37]3[CH2:42][CH2:41][CH:40]([OH:43])[CH2:39][CH2:38]3)=[C:35]([CH3:44])[CH:34]=[CH:33][N:32]=2)=[CH:27][CH:26]=1, predict the reaction product. The product is: [CH3:23][O:24][C:25]1[CH:26]=[CH:27][C:28]([CH2:29][O:30][C:31]2[C:36]([N:37]3[CH2:42][CH2:41][C:40](=[O:43])[CH2:39][CH2:38]3)=[C:35]([CH3:44])[CH:34]=[CH:33][N:32]=2)=[CH:45][CH:46]=1. (2) Given the reactants [Cl:1][C:2]1[CH:9]=[CH:8][C:5]([C:6]#[N:7])=[C:4](F)[CH:3]=1.[OH:11][C:12]1[C:13]([O:20][CH2:21][CH2:22][CH3:23])=[C:14]([CH:17]=[CH:18][CH:19]=1)[CH:15]=[O:16].C(=O)([O-])[O-].[Cs+].[Cs+].O, predict the reaction product. The product is: [Cl:1][C:2]1[CH:9]=[CH:8][C:5]([C:6]#[N:7])=[C:4]([O:11][C:12]2[CH:19]=[CH:18][CH:17]=[C:14]([CH:15]=[O:16])[C:13]=2[O:20][CH2:21][CH2:22][CH3:23])[CH:3]=1. (3) Given the reactants [CH2:1]([C@@H:8]1[NH:13][CH2:12][CH2:11][N:10]([C:14]2[CH:22]=[C:21]3[C:17]([C:18]([CH2:28][CH3:29])=[N:19][N:20]3[CH:23]3[CH2:27][CH2:26][CH2:25][CH2:24]3)=[CH:16][CH:15]=2)[CH2:9]1)[C:2]1[CH:7]=[CH:6][CH:5]=[CH:4][CH:3]=1.[NH:30]1[CH:34]=[C:33]([CH2:35][C:36](O)=[O:37])[N:32]=[CH:31]1, predict the reaction product. The product is: [CH2:1]([C@H:8]1[CH2:9][N:10]([C:14]2[CH:22]=[C:21]3[C:17]([C:18]([CH2:28][CH3:29])=[N:19][N:20]3[CH:23]3[CH2:24][CH2:25][CH2:26][CH2:27]3)=[CH:16][CH:15]=2)[CH2:11][CH2:12][N:13]1[C:36](=[O:37])[CH2:35][C:33]1[N:32]=[CH:31][NH:30][CH:34]=1)[C:2]1[CH:3]=[CH:4][CH:5]=[CH:6][CH:7]=1. (4) Given the reactants [C:1]1([CH:7]=[CH:8][C:9]2[CH:13]=[C:12]([CH2:14][CH2:15][CH:16]=O)[O:11][N:10]=2)[CH:6]=[CH:5][CH:4]=[CH:3][CH:2]=1.[C:18]1([N:24]2[CH2:29][CH2:28][NH:27][CH2:26][CH2:25]2)[CH:23]=[CH:22][CH:21]=[CH:20][CH:19]=1.[BH-](OC(C)=O)(OC(C)=O)OC(C)=O.[Na+], predict the reaction product. The product is: [C:18]1([N:24]2[CH2:29][CH2:28][N:27]([CH2:16][CH2:15][CH2:14][C:12]3[O:11][N:10]=[C:9]([CH:8]=[CH:7][C:1]4[CH:6]=[CH:5][CH:4]=[CH:3][CH:2]=4)[CH:13]=3)[CH2:26][CH2:25]2)[CH:23]=[CH:22][CH:21]=[CH:20][CH:19]=1. (5) Given the reactants [C:1]1([C@@H:7]2[CH2:12][CH2:11][C@H:10]([CH2:13][NH2:14])[CH2:9][CH2:8]2)[CH:6]=[CH:5][CH:4]=[CH:3][CH:2]=1.[C:15]([C:17]1[CH:25]=[CH:24][C:20]([C:21](Cl)=[O:22])=[CH:19][CH:18]=1)#[N:16].CCN(CC)CC, predict the reaction product. The product is: [C:15]([C:17]1[CH:25]=[CH:24][C:20]([C:21]([NH:14][CH2:13][C@H:10]2[CH2:11][CH2:12][C@@H:7]([C:1]3[CH:6]=[CH:5][CH:4]=[CH:3][CH:2]=3)[CH2:8][CH2:9]2)=[O:22])=[CH:19][CH:18]=1)#[N:16]. (6) Given the reactants [NH:1]1[C:9]2[C:4](=[CH:5][C:6]([O:10][C:11]3[CH:20]=[C:19]([N:21]4[CH2:26][CH2:25][N:24]([CH2:27][C:28]5[CH2:33][CH:32]([OH:34])[CH2:31][CH2:30][C:29]=5[C:35]5[CH:40]=[CH:39][C:38]([Cl:41])=[CH:37][CH:36]=5)[CH2:23][CH2:22]4)[CH:18]=[CH:17][C:12]=3[C:13]([O:15]C)=[O:14])=[CH:7][CH:8]=2)[CH:3]=[CH:2]1.Cl.C(OCC)(=O)C, predict the reaction product. The product is: [NH:1]1[C:9]2[C:4](=[CH:5][C:6]([O:10][C:11]3[CH:20]=[C:19]([N:21]4[CH2:26][CH2:25][N:24]([CH2:27][C:28]5[CH2:33][CH:32]([OH:34])[CH2:31][CH2:30][C:29]=5[C:35]5[CH:36]=[CH:37][C:38]([Cl:41])=[CH:39][CH:40]=5)[CH2:23][CH2:22]4)[CH:18]=[CH:17][C:12]=3[C:13]([OH:15])=[O:14])=[CH:7][CH:8]=2)[CH:3]=[CH:2]1.